Dataset: NCI-60 drug combinations with 297,098 pairs across 59 cell lines. Task: Regression. Given two drug SMILES strings and cell line genomic features, predict the synergy score measuring deviation from expected non-interaction effect. (1) Drug 1: CS(=O)(=O)C1=CC(=C(C=C1)C(=O)NC2=CC(=C(C=C2)Cl)C3=CC=CC=N3)Cl. Drug 2: CCC1(C2=C(COC1=O)C(=O)N3CC4=CC5=C(C=CC(=C5CN(C)C)O)N=C4C3=C2)O.Cl. Cell line: SF-295. Synergy scores: CSS=32.9, Synergy_ZIP=-3.77, Synergy_Bliss=-2.87, Synergy_Loewe=-14.7, Synergy_HSA=-2.06. (2) Drug 1: CC12CCC(CC1=CCC3C2CCC4(C3CC=C4C5=CN=CC=C5)C)O. Drug 2: CCC1(CC2CC(C3=C(CCN(C2)C1)C4=CC=CC=C4N3)(C5=C(C=C6C(=C5)C78CCN9C7C(C=CC9)(C(C(C8N6C)(C(=O)OC)O)OC(=O)C)CC)OC)C(=O)OC)O.OS(=O)(=O)O. Cell line: RPMI-8226. Synergy scores: CSS=63.4, Synergy_ZIP=11.5, Synergy_Bliss=13.6, Synergy_Loewe=-7.38, Synergy_HSA=12.6. (3) Drug 1: CCC1=CC2CC(C3=C(CN(C2)C1)C4=CC=CC=C4N3)(C5=C(C=C6C(=C5)C78CCN9C7C(C=CC9)(C(C(C8N6C)(C(=O)OC)O)OC(=O)C)CC)OC)C(=O)OC.C(C(C(=O)O)O)(C(=O)O)O. Drug 2: CS(=O)(=O)OCCCCOS(=O)(=O)C. Cell line: K-562. Synergy scores: CSS=65.3, Synergy_ZIP=-1.57, Synergy_Bliss=-0.203, Synergy_Loewe=-28.4, Synergy_HSA=-0.293. (4) Drug 1: C1CCC(CC1)NC(=O)N(CCCl)N=O. Drug 2: CC1=CC2C(CCC3(C2CCC3(C(=O)C)OC(=O)C)C)C4(C1=CC(=O)CC4)C. Cell line: OVCAR-4. Synergy scores: CSS=3.65, Synergy_ZIP=-1.92, Synergy_Bliss=0.874, Synergy_Loewe=-1.11, Synergy_HSA=1.15.